Dataset: Forward reaction prediction with 1.9M reactions from USPTO patents (1976-2016). Task: Predict the product of the given reaction. Given the reactants [OH:1][C:2]1[CH:7]=[CH:6][C:5]([CH:8]2[O:17][C:16]3[C:11](=[CH:12][C:13]([OH:18])=[CH:14][CH:15]=3)[CH:10]3[CH2:19]S[CH2:21][CH:9]23)=[CH:4][CH:3]=1.O[O:23][S:24]([O-:26])=O.[K+].[O-]S([O-])=O.[Na+].[Na+], predict the reaction product. The product is: [OH:1][C:2]1[CH:3]=[CH:4][C:5]([C@@H:8]2[O:17][C:16]3[C:11](=[CH:12][C:13]([OH:18])=[CH:14][CH:15]=3)[C@@H:10]3[CH2:19][S:24](=[O:26])(=[O:23])[CH2:21][C@H:9]23)=[CH:6][CH:7]=1.